Dataset: Reaction yield outcomes from USPTO patents with 853,638 reactions. Task: Predict the reaction yield, written as a fraction of the theoretical maximum amount of product (1.0 means a 100% yield; for example, 0.34 means a 34% yield). (1) The reactants are [Cl:1][C:2]1[CH:10]=[C:9]([C:11]([NH:13][C@H:14]([C:16]2[NH:20][C:19]3[CH:21]=[CH:22][C:23]([Cl:25])=[CH:24][C:18]=3[N:17]=2)[CH3:15])=[O:12])[CH:8]=[CH:7][C:3]=1[C:4]([OH:6])=O.CN(C(ON1N=NC2C=CC=CC1=2)=[N+](C)C)C.[B-](F)(F)(F)F.C(N(C(C)C)CC)(C)C.[C:57]([O:61][C:62]([NH:64][CH2:65][CH2:66][C@@H:67]1[CH2:71][CH2:70][CH2:69][NH:68]1)=[O:63])([CH3:60])([CH3:59])[CH3:58].ClCl. The catalyst is O1CCCC1.ClCCl.C(O)C. The product is [Cl:25][C:23]1[CH:22]=[CH:21][C:19]2[NH:20][C:16]([C@@H:14]([NH:13][C:11](=[O:12])[C:9]3[CH:8]=[CH:7][C:3]([C:4]([N:68]4[CH2:69][CH2:70][CH2:71][C@H:67]4[CH2:66][CH2:65][NH:64][C:62]([O:61][C:57]([CH3:60])([CH3:59])[CH3:58])=[O:63])=[O:6])=[C:2]([Cl:1])[CH:10]=3)[CH3:15])=[N:17][C:18]=2[CH:24]=1. The yield is 0.610. (2) The catalyst is C1COCC1.O. The reactants are CC(C)([O-])C.[K+].[NH2:7][C:8]1[CH:13]=[CH:12][CH:11]=[CH:10][N:9]=1.[Br:14][C:15]1[C:20](F)=[C:19]([N+:22]([O-:24])=[O:23])[CH:18]=[CH:17][C:16]=1[F:25]. The yield is 0.600. The product is [Br:14][C:15]1[C:16]([F:25])=[CH:17][CH:18]=[C:19]([N+:22]([O-:24])=[O:23])[C:20]=1[NH:7][C:8]1[CH:13]=[CH:12][CH:11]=[CH:10][N:9]=1.